Dataset: Forward reaction prediction with 1.9M reactions from USPTO patents (1976-2016). Task: Predict the product of the given reaction. (1) Given the reactants Cl.[CH2:2]([O:9][C:10](=[O:17])[CH2:11][CH2:12][C:13]([CH2:15][NH2:16])=[O:14])[C:3]1[CH:8]=[CH:7][CH:6]=[CH:5][CH:4]=1.[P:18](=[O:22])([OH:21])([OH:20])[OH:19].C(N(CC)CC)C.C(O)C, predict the reaction product. The product is: [P:18]([OH:22])([OH:21])([OH:20])=[O:19].[CH2:2]([O:9][C:10](=[O:17])[CH2:11][CH2:12][C:13]([CH2:15][NH2:16])=[O:14])[C:3]1[CH:8]=[CH:7][CH:6]=[CH:5][CH:4]=1. (2) Given the reactants [C:1]([O:5][C:6]([N:8]1[CH2:13][CH2:12][CH:11]([O:14][C:15]2[N:16]=[N:17][C:18]([CH2:35][CH2:36][CH2:37][CH3:38])=[C:19]([C:21]3[CH:26]=[CH:25][C:24]([O:27][CH:28]4[CH2:33][CH2:32][CH2:31][CH2:30][CH2:29]4)=[C:23](Br)[CH:22]=3)[CH:20]=2)[CH2:10][CH2:9]1)=[O:7])([CH3:4])([CH3:3])[CH3:2].C([Sn](CCCC)(CCCC)[C:44]([O:46]CC)=[CH2:45])CCC.[F-].[K+], predict the reaction product. The product is: [C:1]([O:5][C:6]([N:8]1[CH2:13][CH2:12][CH:11]([O:14][C:15]2[N:16]=[N:17][C:18]([CH2:35][CH2:36][CH2:37][CH3:38])=[C:19]([C:21]3[CH:26]=[CH:25][C:24]([O:27][CH:28]4[CH2:33][CH2:32][CH2:31][CH2:30][CH2:29]4)=[C:23]([C:44](=[O:46])[CH3:45])[CH:22]=3)[CH:20]=2)[CH2:10][CH2:9]1)=[O:7])([CH3:4])([CH3:3])[CH3:2]. (3) The product is: [C:18]([C:16]1[C:15]([Cl:20])=[CH:14][C:13]([CH2:21][CH2:22][C:23]([O:25][C:26]([CH3:29])([CH3:28])[CH3:27])=[O:24])=[C:12]([Cl:11])[CH:17]=1)(=[NH:6])[NH2:19]. Given the reactants Cl.NO.C([N:6](CC)CC)C.[Cl:11][C:12]1[CH:17]=[C:16]([C:18]#[N:19])[C:15]([Cl:20])=[CH:14][C:13]=1[CH2:21][CH2:22][C:23]([O:25][C:26]([CH3:29])([CH3:28])[CH3:27])=[O:24], predict the reaction product. (4) Given the reactants Cl[C:2]1[N:7]=[C:6]([NH:8][C:9]2[CH:14]=[CH:13][CH:12]=[C:11]([C:15]#[N:16])[CH:10]=2)[C:5]([F:17])=[CH:4][N:3]=1.[NH2:18][C:19]1[CH:20]=[C:21]([OH:25])[CH:22]=[CH:23][CH:24]=1, predict the reaction product. The product is: [C:15]([C:11]1[CH:10]=[C:9]([NH:8][C:6]2[C:5]([F:17])=[CH:4][N:3]=[C:2]([NH:18][C:19]3[CH:24]=[CH:23][CH:22]=[C:21]([OH:25])[CH:20]=3)[N:7]=2)[CH:14]=[CH:13][CH:12]=1)#[N:16].